This data is from Catalyst prediction with 721,799 reactions and 888 catalyst types from USPTO. The task is: Predict which catalyst facilitates the given reaction. Reactant: [C:1]([C:3]1[CH:10]=[CH:9][C:6]([CH2:7][OH:8])=[CH:5][CH:4]=1)#[CH:2].[H-].[Na+].I[CH2:14][CH3:15]. Product: [CH2:14]([O:8][CH2:7][C:6]1[CH:9]=[CH:10][C:3]([C:1]#[CH:2])=[CH:4][CH:5]=1)[CH3:15]. The catalyst class is: 220.